Dataset: NCI-60 drug combinations with 297,098 pairs across 59 cell lines. Task: Regression. Given two drug SMILES strings and cell line genomic features, predict the synergy score measuring deviation from expected non-interaction effect. (1) Drug 1: C1CCC(CC1)NC(=O)N(CCCl)N=O. Drug 2: C1=CN(C=N1)CC(O)(P(=O)(O)O)P(=O)(O)O. Cell line: RPMI-8226. Synergy scores: CSS=-2.86, Synergy_ZIP=-13.1, Synergy_Bliss=-30.2, Synergy_Loewe=-43.3, Synergy_HSA=-32.5. (2) Drug 1: C1=CC=C(C(=C1)C(C2=CC=C(C=C2)Cl)C(Cl)Cl)Cl. Drug 2: COC1=NC(=NC2=C1N=CN2C3C(C(C(O3)CO)O)O)N. Cell line: UO-31. Synergy scores: CSS=1.06, Synergy_ZIP=-0.967, Synergy_Bliss=-2.02, Synergy_Loewe=0.639, Synergy_HSA=-0.532. (3) Drug 1: CC1=C(C(=CC=C1)Cl)NC(=O)C2=CN=C(S2)NC3=CC(=NC(=N3)C)N4CCN(CC4)CCO. Drug 2: C(=O)(N)NO. Cell line: DU-145. Synergy scores: CSS=8.65, Synergy_ZIP=-2.28, Synergy_Bliss=0.327, Synergy_Loewe=-17.2, Synergy_HSA=-2.45. (4) Cell line: UO-31. Drug 1: CS(=O)(=O)OCCCCOS(=O)(=O)C. Drug 2: CC(C)NC(=O)C1=CC=C(C=C1)CNNC.Cl. Synergy scores: CSS=0.721, Synergy_ZIP=-0.0965, Synergy_Bliss=-0.693, Synergy_Loewe=-0.750, Synergy_HSA=-2.14. (5) Drug 1: C1=C(C(=O)NC(=O)N1)N(CCCl)CCCl. Drug 2: C(=O)(N)NO. Cell line: OVCAR3. Synergy scores: CSS=13.8, Synergy_ZIP=-4.79, Synergy_Bliss=-0.108, Synergy_Loewe=-17.3, Synergy_HSA=-1.52. (6) Drug 1: CC12CCC3C(C1CCC2O)C(CC4=C3C=CC(=C4)O)CCCCCCCCCS(=O)CCCC(C(F)(F)F)(F)F. Drug 2: COCCOC1=C(C=C2C(=C1)C(=NC=N2)NC3=CC=CC(=C3)C#C)OCCOC.Cl. Cell line: HCC-2998. Synergy scores: CSS=7.88, Synergy_ZIP=0.0128, Synergy_Bliss=-3.29, Synergy_Loewe=0.511, Synergy_HSA=-7.81.